From a dataset of Reaction yield outcomes from USPTO patents with 853,638 reactions. Predict the reaction yield, written as a fraction of the theoretical maximum amount of product (1.0 means a 100% yield; for example, 0.34 means a 34% yield). (1) The yield is 0.750. The catalyst is CS(C)=O. The product is [CH2:1]([O:3][C:4](=[O:21])[CH2:5][C:11]1[CH:16]=[C:15]([Cl:17])[CH:14]=[CH:13][C:12]=1[N+:18]([O-:20])=[O:19])[CH3:2]. The reactants are [CH2:1]([O:3][C:4](=[O:21])[CH:5]([C:11]1[CH:16]=[C:15]([Cl:17])[CH:14]=[CH:13][C:12]=1[N+:18]([O-:20])=[O:19])C(OCC)=O)[CH3:2].[Li+].[Cl-].O. (2) The product is [Cl:23][C:15]1[CH:14]=[C:13]([S:10]([NH:2][C:3]2[S:4][C:5]([Cl:8])=[CH:6][N:7]=2)(=[O:12])=[O:11])[CH:22]=[CH:21][C:16]=1[C:17]([O:19][CH3:20])=[O:18]. The yield is 0.220. The reactants are Cl.[NH2:2][C:3]1[S:4][C:5]([Cl:8])=[CH:6][N:7]=1.Cl[S:10]([C:13]1[CH:22]=[CH:21][C:16]([C:17]([O:19][CH3:20])=[O:18])=[C:15]([Cl:23])[CH:14]=1)(=[O:12])=[O:11].Cl. The catalyst is N1C=CC=CC=1. (3) The reactants are [C:1]([C:13]1[CH:38]=[CH:37][C:16]([CH2:17][N:18]([C:30](=[O:36])[C:31]([O:33][CH2:34][CH3:35])=[O:32])[CH2:19][C:20]2[CH:25]=[CH:24][C:23]([C:26]([F:29])([F:28])[F:27])=[CH:22][CH:21]=2)=[CH:15][CH:14]=1)#[C:2][CH2:3][CH2:4][CH2:5][CH2:6][CH2:7][CH2:8][CH2:9][CH2:10][CH2:11][CH3:12]. The catalyst is CCOC(C)=O. The product is [CH2:34]([O:33][C:31](=[O:32])[C:30]([N:18]([CH2:17][C:16]1[CH:15]=[CH:14][C:13]([CH2:1][CH2:2][CH2:3][CH2:4][CH2:5][CH2:6][CH2:7][CH2:8][CH2:9][CH2:10][CH2:11][CH3:12])=[CH:38][CH:37]=1)[CH2:19][C:20]1[CH:25]=[CH:24][C:23]([C:26]([F:27])([F:28])[F:29])=[CH:22][CH:21]=1)=[O:36])[CH3:35]. The yield is 0.950.